This data is from Forward reaction prediction with 1.9M reactions from USPTO patents (1976-2016). The task is: Predict the product of the given reaction. (1) Given the reactants [CH:1]([NH:3][C:4]1[CH:9]=[CH:8][C:7]([C:10]([CH3:13])([CH3:12])[CH3:11])=[CH:6][C:5]=1[C:14]1[CH:19]=[CH:18][CH:17]=[C:16]([C:20]([CH3:23])([CH3:22])[CH3:21])[CH:15]=1)=O.C([O:28]OC(C)(C)C)(C)(C)C, predict the reaction product. The product is: [C:10]([CH:7]1[CH:8]=[CH:9][C:4]2[C:5](=[C:14]3[C:19](=[CH:1][N:3]=2)[CH:18]=[CH:17][C:16]([C:20]([CH3:21])([CH3:22])[CH3:23])=[CH:15]3)[C:6]1=[O:28])([CH3:12])([CH3:11])[CH3:13]. (2) The product is: [F:28][C:29]1[CH:54]=[CH:53][CH:52]=[CH:51][C:30]=1[CH2:31][O:32][C:33]1[CH:34]=[C:35]([C:45]2[NH:49][N:48]=[C:47]([O:50][CH3:1])[CH:46]=2)[CH:36]=[C:37]([O:39][C@@H:40]([CH3:44])[CH2:41][O:42][CH3:43])[CH:38]=1. Given the reactants [CH2:1](OC1C=CC(OC(C)COC)=C(C2NN=C(OC)C=2)C=1)C1C=CC=CC=1.[F:28][C:29]1[CH:54]=[CH:53][CH:52]=[CH:51][C:30]=1[CH2:31][O:32][C:33]1[CH:34]=[C:35]([C:45]2[NH:49][N:48]=[C:47]([OH:50])[CH:46]=2)[CH:36]=[C:37]([O:39][C@@H:40]([CH3:44])[CH2:41][O:42][CH3:43])[CH:38]=1, predict the reaction product. (3) The product is: [NH2:13][C:12]1[CH:14]=[C:15]([Cl:18])[CH:16]=[CH:17][C:11]=1[S:10][CH2:21][CH2:20][C:19]([O:23][CH3:24])=[O:22]. Given the reactants [Cl:18][C:15]1[CH:16]=[CH:17][C:11]([S:10][S:10][C:11]2[CH:17]=[CH:16][C:15]([Cl:18])=[CH:14][C:12]=2[NH2:13])=[C:12]([CH:14]=1)[NH2:13].[C:19]([O:23][CH3:24])(=[O:22])[CH:20]=[CH2:21].C([O-])([O-])=O.[K+].[K+].O.O.OCS([O-])=O.[Na+], predict the reaction product. (4) Given the reactants [CH3:1][C:2]1[N:3]=[C:4]([C:9]2[CH:14]=[CH:13][CH:12]=[C:11]([C:15]([F:18])([F:17])[F:16])[CH:10]=2)[S:5][C:6]=1[CH2:7]O.C(Br)(Br)(Br)[Br:20].C1(P(C2C=CC=CC=2)C2C=CC=CC=2)C=CC=CC=1, predict the reaction product. The product is: [Br:20][CH2:7][C:6]1[S:5][C:4]([C:9]2[CH:14]=[CH:13][CH:12]=[C:11]([C:15]([F:18])([F:17])[F:16])[CH:10]=2)=[N:3][C:2]=1[CH3:1].